From a dataset of Full USPTO retrosynthesis dataset with 1.9M reactions from patents (1976-2016). Predict the reactants needed to synthesize the given product. (1) Given the product [CH3:17][CH:15]1[O:16][CH:11]([CH3:10])[CH2:12][N:13]([C:2]2[CH:9]=[CH:8][C:5]([CH2:6][NH2:7])=[CH:4][CH:3]=2)[CH2:14]1, predict the reactants needed to synthesize it. The reactants are: F[C:2]1[CH:9]=[CH:8][C:5]([C:6]#[N:7])=[CH:4][CH:3]=1.[CH3:10][CH:11]1[O:16][CH:15]([CH3:17])[CH2:14][NH:13][CH2:12]1. (2) Given the product [O:1]=[C:2]1[CH2:6][CH2:5][CH2:4][C@H:3]1[O:7][C:8]([NH:10][CH2:11][C:12]1([CH2:18][C:19]([O:21][CH2:22][C:23]2[CH:24]=[CH:25][CH:26]=[CH:27][CH:28]=2)=[O:20])[CH2:17][CH2:16][CH2:15][CH2:14][CH2:13]1)=[O:9], predict the reactants needed to synthesize it. The reactants are: [OH:1][C@@H:2]1[CH2:6][CH2:5][CH2:4][C@H:3]1[O:7][C:8]([NH:10][CH2:11][C:12]1([CH2:18][C:19]([O:21][CH2:22][C:23]2[CH:28]=[CH:27][CH:26]=[CH:25][CH:24]=2)=[O:20])[CH2:17][CH2:16][CH2:15][CH2:14][CH2:13]1)=[O:9].[Cr](Cl)([O-])(=O)=O.[NH+]1C=CC=CC=1.CC([O-])=O.[Na+]. (3) Given the product [OH:35][CH2:34][C@@H:6]1[C@@H:5]([OH:4])[C@H:10]([OH:11])[C@H:9]([OH:15])[C@@H:8]([C:19]2[CH:24]=[CH:23][CH:22]=[C:21]([C:40]3[CH:45]=[CH:44][C:43]([C:46]4[O:47][C:48]([CH3:51])=[CH:49][N:50]=4)=[CH:42][CH:41]=3)[CH:20]=2)[O:7]1, predict the reactants needed to synthesize it. The reactants are: C([O:4][C@H:5]1[C@H:10]([O:11]C(=O)C)[C@H:9]([O:15]C(=O)C)[C@@H:8]([C:19]2[CH:24]=[CH:23][CH:22]=[C:21](B3OC(C)(C)C(C)(C)O3)[CH:20]=2)[O:7][C@@H:6]1[CH2:34][O:35]C(=O)C)(=O)C.Br[C:40]1[CH:45]=[CH:44][C:43]([C:46]2[O:47][C:48]([CH3:51])=[CH:49][N:50]=2)=[CH:42][CH:41]=1.C([O-])([O-])=O.[Cs+].[Cs+].C[O-].[Na+]. (4) Given the product [Cl:1][C:2]1[CH:3]=[CH:4][C:5]([C:20]#[N:21])=[C:6]([C:8]2[CH:13]=[CH:12][N:11]([CH:14]([CH3:18])[C:15]([NH:31][C:30]3[CH:29]=[CH:28][C:27]([C:23]4[NH:24][CH:25]=[CH:26][N:22]=4)=[CH:33][CH:32]=3)=[O:17])[C:10](=[O:19])[CH:9]=2)[CH:7]=1, predict the reactants needed to synthesize it. The reactants are: [Cl:1][C:2]1[CH:3]=[CH:4][C:5]([C:20]#[N:21])=[C:6]([C:8]2[CH:13]=[CH:12][N:11]([CH:14]([CH3:18])[C:15]([OH:17])=O)[C:10](=[O:19])[CH:9]=2)[CH:7]=1.[NH:22]1[CH:26]=[CH:25][N:24]=[C:23]1[C:27]1[CH:33]=[CH:32][C:30]([NH2:31])=[CH:29][CH:28]=1. (5) Given the product [C:31]([O:30][C:28](=[O:29])[NH:35][C:36]1[CH:41]=[CH:40][CH:39]=[CH:38][C:37]=1[NH:42][C:18](=[O:20])/[CH:17]=[CH:16]/[C:13]1[CH:14]=[CH:15][N:11]([S:8]([C:5]2[CH:4]=[CH:3][C:2]([I:1])=[CH:7][CH:6]=2)(=[O:9])=[O:10])[CH:12]=1)([CH3:34])([CH3:32])[CH3:33], predict the reactants needed to synthesize it. The reactants are: [I:1][C:2]1[CH:7]=[CH:6][C:5]([S:8]([N:11]2[CH:15]=[CH:14][C:13](/[CH:16]=[CH:17]/[C:18]([OH:20])=O)=[CH:12]2)(=[O:10])=[O:9])=[CH:4][CH:3]=1.CCN(CC)CC.[C:28]([NH:35][C:36]1[CH:41]=[CH:40][CH:39]=[CH:38][C:37]=1[NH2:42])([O:30][C:31]([CH3:34])([CH3:33])[CH3:32])=[O:29]. (6) Given the product [C:21]([C:10]1[CH:11]=[CH:2][CH:3]=[C:4]2[C:9]=1[CH:8]=[N:7][C:6]([O:12][S:13]([C:16]([F:19])([F:18])[F:17])(=[O:15])=[O:14])=[CH:5]2)#[N:22], predict the reactants needed to synthesize it. The reactants are: F[C:2]1[CH:3]=[C:4]2[C:9](=[CH:10][CH:11]=1)[CH:8]=[N:7][C:6]([O:12][S:13]([C:16]([F:19])([F:18])[F:17])(=[O:15])=[O:14])=[CH:5]2.O[C:21]1[N:22]=CC2C(C=1)=CC=CC=2C#N. (7) Given the product [NH2:12][CH:8]([C:7]1[CH:6]=[CH:5][C:4]([F:13])=[CH:3][CH:2]=1)[C:9]([O:11][CH3:14])=[O:10], predict the reactants needed to synthesize it. The reactants are: Cl.[CH:2]1[C:7]([CH:8]([NH2:12])[C:9]([OH:11])=[O:10])=[CH:6][CH:5]=[C:4]([F:13])[CH:3]=1.[CH3:14]O.